From a dataset of Experimentally validated miRNA-target interactions with 360,000+ pairs, plus equal number of negative samples. Binary Classification. Given a miRNA mature sequence and a target amino acid sequence, predict their likelihood of interaction. Result: 0 (no interaction). The miRNA is hsa-miR-18a-3p with sequence ACUGCCCUAAGUGCUCCUUCUGG. The protein sequence of the target gene is MAAAAAARAVPVSSGFRGLRRTLPLVVILGATGTGKSTLALQLGQRLGGEIVSADSMQVYEGLDIITNKVSAQEQKMCQHHMISFVDPLVTSYTVVDFRNKATALIEDIFARDKIPIVVGGTNYYIESLLWKVLITTKPQEMGTGKVVDRKVELEKEDGHELHKRLSQVDPEMAAKLHPHDKRKVARSLQVFEETGISHSEFLHRQHAEEGGGPLGGPLRFPNPCILWLHADQAVLDERLDKRVDDMLAAGLLEELRGFHRRYNLKNISENSQDYQHGIFQSIGFKEFHEYLTTEGKCTP....